From a dataset of Catalyst prediction with 721,799 reactions and 888 catalyst types from USPTO. Predict which catalyst facilitates the given reaction. (1) Reactant: [F:1][C:2]1[CH:3]=[C:4]2[CH:10]=[CH:9][NH:8][C:5]2=[N:6][CH:7]=1.C(OC(=O)[N:17]([C:27]1[CH:32]=[CH:31][C:30]([CH:33]=O)=[C:29]([F:35])[N:28]=1)[CH2:18][C:19]1[CH:20]=[N:21][C:22]([O:25][CH3:26])=[CH:23][CH:24]=1)(C)(C)C.FC(F)(F)C(O)=O.C([SiH](CC)CC)C. Product: [F:35][C:29]1[N:28]=[C:27]([NH:17][CH2:18][C:19]2[CH:20]=[N:21][C:22]([O:25][CH3:26])=[CH:23][CH:24]=2)[CH:32]=[CH:31][C:30]=1[CH2:33][C:10]1[C:4]2[C:5](=[N:6][CH:7]=[C:2]([F:1])[CH:3]=2)[NH:8][CH:9]=1. The catalyst class is: 192. (2) Reactant: [F:8][C:7]([F:10])([F:9])[C:6](O[C:6](=[O:11])[C:7]([F:10])([F:9])[F:8])=[O:11].[C:14]1([N:20]2[CH2:25][CH2:24][NH:23][CH2:22][CH2:21]2)[CH:19]=[CH:18][CH:17]=[CH:16][CH:15]=1.C(N(CC)CC)C. Product: [F:10][C:7]([F:8])([F:9])[C:6]([N:23]1[CH2:24][CH2:25][N:20]([C:14]2[CH:19]=[CH:18][CH:17]=[CH:16][CH:15]=2)[CH2:21][CH2:22]1)=[O:11]. The catalyst class is: 2. (3) Reactant: [CH3:1][N:2]1C=C(C(F)(F)F)[N:4]=[C:3]1[CH:11]1[CH2:16][CH2:15][O:14][CH2:13][CH2:12]1.[OH-].[Na+].Cl.C[CH2:21][O:22][C:23]([CH3:25])=[O:24]. Product: [O:14]1[CH2:15][CH2:16][CH:11]([C:3]2[NH:2][CH:1]=[C:25]([C:23]([O:22][CH3:21])=[O:24])[N:4]=2)[CH2:12][CH2:13]1. The catalyst class is: 5. (4) Reactant: [C:1]1([CH:7]2[O:12][CH2:11][CH2:10][NH:9][CH2:8]2)[CH:6]=[CH:5][CH:4]=[CH:3][CH:2]=1.[C:13]1([CH2:19][CH2:20][C:21](Cl)=[O:22])[CH:18]=[CH:17][CH:16]=[CH:15][CH:14]=1.C(N(CC)CC)C. Product: [C:13]1([CH2:19][CH2:20][C:21]([N:9]2[CH2:10][CH2:11][O:12][CH:7]([C:1]3[CH:2]=[CH:3][CH:4]=[CH:5][CH:6]=3)[CH2:8]2)=[O:22])[CH:18]=[CH:17][CH:16]=[CH:15][CH:14]=1. The catalyst class is: 4. (5) Reactant: [CH3:1][O:2][C:3](=[O:36])[C@@H:4]([NH:14][C:15]([C:17]1[C:18]([CH3:35])=[N:19][C:20]([NH:24][CH2:25][CH2:26][CH2:27][C:28]2[CH:33]=[CH:32][CH:31]=[C:30]([OH:34])[CH:29]=2)=[N:21][C:22]=1[CH3:23])=[O:16])[CH2:5][NH:6]C(OC(C)(C)C)=O.[ClH:37]. Product: [ClH:37].[CH3:1][O:2][C:3](=[O:36])[C@@H:4]([NH:14][C:15]([C:17]1[C:18]([CH3:35])=[N:19][C:20]([NH:24][CH2:25][CH2:26][CH2:27][C:28]2[CH:33]=[CH:32][CH:31]=[C:30]([OH:34])[CH:29]=2)=[N:21][C:22]=1[CH3:23])=[O:16])[CH2:5][NH2:6]. The catalyst class is: 71. (6) Reactant: Cl.[C:2]([O:5][C@@H:6]([C:44]1[S:45][CH:46]=[C:47]([C:49]([NH:51][C@@H:52]([CH2:61][C:62]2[CH:67]=[CH:66][CH:65]=[CH:64][CH:63]=2)[CH2:53][C@H:54]([CH3:60])[C:55]([O:57][CH2:58][CH3:59])=[O:56])=[O:50])[N:48]=1)[CH2:7][C@@H:8]([N:12]([CH3:43])[C:13](=[O:42])[C@@H:14]([NH:19][C:20]([C@H:22]1[CH2:27][CH2:26][CH2:25][CH2:24][N:23]1[CH2:28][CH2:29][CH2:30][CH2:31][CH2:32][CH2:33][NH:34]C(OC(C)(C)C)=O)=[O:21])[C@@H:15]([CH3:18])[CH2:16][CH3:17])[CH:9]([CH3:11])[CH3:10])(=[O:4])[CH3:3]. Product: [C:2]([O:5][C@@H:6]([C:44]1[S:45][CH:46]=[C:47]([C:49]([NH:51][C@@H:52]([CH2:61][C:62]2[CH:63]=[CH:64][CH:65]=[CH:66][CH:67]=2)[CH2:53][C@H:54]([CH3:60])[C:55]([O:57][CH2:58][CH3:59])=[O:56])=[O:50])[N:48]=1)[CH2:7][C@@H:8]([N:12]([CH3:43])[C:13](=[O:42])[C@@H:14]([NH:19][C:20]([C@H:22]1[CH2:27][CH2:26][CH2:25][CH2:24][N:23]1[CH2:28][CH2:29][CH2:30][CH2:31][CH2:32][CH2:33][NH2:34])=[O:21])[C@@H:15]([CH3:18])[CH2:16][CH3:17])[CH:9]([CH3:10])[CH3:11])(=[O:4])[CH3:3]. The catalyst class is: 12. (7) Reactant: [Cl:1][C:2]1[CH:3]=[C:4]([NH:8][C:9]2[N:14]=[N:13][C:12]([C:15]3[CH:23]=[CH:22][C:18]([C:19]([OH:21])=O)=[CH:17][CH:16]=3)=[CH:11][CH:10]=2)[CH:5]=[CH:6][CH:7]=1.CN(C(ON1N=NC2C=CC=NC1=2)=[N+](C)C)C.F[P-](F)(F)(F)(F)F.C(N(CC)C(C)C)(C)C.C[O:58][C:59](=[O:65])[C@H:60]([CH:62]([CH3:64])[CH3:63])[NH2:61].[Li+].[OH-]. Product: [Cl:1][C:2]1[CH:3]=[C:4]([NH:8][C:9]2[N:14]=[N:13][C:12]([C:15]3[CH:16]=[CH:17][C:18]([C:19]([NH:61][CH:60]([CH:62]([CH3:64])[CH3:63])[C:59]([OH:65])=[O:58])=[O:21])=[CH:22][CH:23]=3)=[CH:11][CH:10]=2)[CH:5]=[CH:6][CH:7]=1. The catalyst class is: 3. (8) Reactant: [CH3:1][O:2][C:3]([C:5]1[CH:10]=[C:9](Cl)[N:8]=[C:7]([Cl:12])[N:6]=1)=[O:4].[NH:13]1[CH2:18][CH2:17][O:16][CH2:15][CH2:14]1. Product: [CH3:1][O:2][C:3]([C:5]1[CH:10]=[C:9]([N:13]2[CH2:18][CH2:17][O:16][CH2:15][CH2:14]2)[N:8]=[C:7]([Cl:12])[N:6]=1)=[O:4]. The catalyst class is: 5.